Dataset: Catalyst prediction with 721,799 reactions and 888 catalyst types from USPTO. Task: Predict which catalyst facilitates the given reaction. (1) Reactant: [F:1][C:2]1[CH:3]=[CH:4][C:5]([C:8](=[O:10])[CH3:9])=[N:6][CH:7]=1.[Br-:11].[Br-].[Br-].[NH+]1C=CC=CC=1.[NH+]1C=CC=CC=1.[NH+]1C=CC=CC=1.C(OCC)C. Product: [BrH:11].[Br:11][CH2:9][C:8]([C:5]1[CH:4]=[CH:3][C:2]([F:1])=[CH:7][N:6]=1)=[O:10]. The catalyst class is: 570. (2) Reactant: [F:1][C:2]1[CH:3]=[CH:4][C:5]([O:42][CH3:43])=[C:6]([C:8]2[CH:13]=[CH:12][N:11]=[C:10]3[N:14]([S:32]([C:35]4[CH:41]=[CH:40][C:38]([CH3:39])=[CH:37][CH:36]=4)(=[O:34])=[O:33])[C:15]([C:17]4([OH:31])[CH2:30][C:19]5([CH2:22][N:21]([C:23]([O:25][C:26]([CH3:29])([CH3:28])[CH3:27])=[O:24])[CH2:20]5)[CH2:18]4)=[CH:16][C:9]=23)[CH:7]=1.N1C=CC=CC=1.[F:50][C:51]([F:62])([F:61])[C:52](O[C:52](=[O:53])[C:51]([F:62])([F:61])[F:50])=[O:53]. Product: [F:1][C:2]1[CH:3]=[CH:4][C:5]([O:42][CH3:43])=[C:6]([C:8]2[CH:13]=[CH:12][N:11]=[C:10]3[N:14]([S:32]([C:35]4[CH:41]=[CH:40][C:38]([CH3:39])=[CH:37][CH:36]=4)(=[O:34])=[O:33])[C:15]([C:17]4([O:31][C:52](=[O:53])[C:51]([F:62])([F:61])[F:50])[CH2:18][C:19]5([CH2:22][N:21]([C:23]([O:25][C:26]([CH3:28])([CH3:29])[CH3:27])=[O:24])[CH2:20]5)[CH2:30]4)=[CH:16][C:9]=23)[CH:7]=1. The catalyst class is: 7. (3) Reactant: [CH3:1][O:2][C:3](=[O:29])[C@@H:4]([NH:14][C:15]([C:17]1[CH:21]=[C:20]([OH:22])[N:19]([C:23]2[CH:28]=[CH:27][CH:26]=[CH:25][CH:24]=2)[N:18]=1)=[O:16])[CH2:5][CH2:6][C:7]([O:9][C:10]([CH3:13])([CH3:12])[CH3:11])=[O:8].[H-].[Na+].Br[CH2:33][C:34](=[O:39])[C:35]([CH3:38])([CH3:37])[CH3:36]. Product: [CH3:1][O:2][C:3](=[O:29])[C@@H:4]([NH:14][C:15]([C:17]1[CH:21]=[C:20]([O:22][CH2:33][C:34](=[O:39])[C:35]([CH3:38])([CH3:37])[CH3:36])[N:19]([C:23]2[CH:24]=[CH:25][CH:26]=[CH:27][CH:28]=2)[N:18]=1)=[O:16])[CH2:5][CH2:6][C:7]([O:9][C:10]([CH3:13])([CH3:12])[CH3:11])=[O:8]. The catalyst class is: 163. (4) Reactant: [CH:1]1([N:6]2[C:15]3[N:14]=[C:13]([NH2:16])[N:12]=[CH:11][C:10]=3[N:9]3[CH:17]=[N:18][N:19]=[C:8]3[C@H:7]2[CH2:20][CH3:21])[CH2:5][CH2:4][CH2:3][CH2:2]1.[H-].[Na+].ClC(OC)=O.[Cl-].[NH4+:30]. Product: [CH:1]1([N:6]2[C:15]3[N:14]=[C:13]([NH:16][C:2]4[CH:3]=[N:30][CH:4]=[CH:5][CH:1]=4)[N:12]=[CH:11][C:10]=3[N:9]3[CH:17]=[N:18][N:19]=[C:8]3[C@H:7]2[CH2:20][CH3:21])[CH2:2][CH2:3][CH2:4][CH2:5]1. The catalyst class is: 3.